Dataset: Full USPTO retrosynthesis dataset with 1.9M reactions from patents (1976-2016). Task: Predict the reactants needed to synthesize the given product. (1) Given the product [N+:30]([C:26]1[CH:25]=[C:24]([NH:8][C:9]2[CH:14]=[CH:13][N:12]=[C:11]([C:15]3[NH:19][CH:18]=[C:17]([C:20]([O:22][CH3:23])=[O:21])[CH:16]=3)[CH:10]=2)[CH:29]=[CH:28][CH:27]=1)([O-:32])=[O:31], predict the reactants needed to synthesize it. The reactants are: C(OC([N:8]([C:24]1[CH:29]=[CH:28][CH:27]=[C:26]([N+:30]([O-:32])=[O:31])[CH:25]=1)[C:9]1[CH:14]=[CH:13][N:12]=[C:11]([C:15]2[NH:19][CH:18]=[C:17]([C:20]([O:22][CH3:23])=[O:21])[CH:16]=2)[CH:10]=1)=O)(C)(C)C. (2) Given the product [CH2:1]([O:8][N:9]1[C:18]2[C:13](=[CH:14][C:15]([C:51]3[CH:56]=[CH:55][CH:54]=[CH:53][CH:52]=3)=[CH:16][N:17]=2)[C:12]([NH:20][CH2:21][C:22]2[CH:27]=[CH:26][C:25]([O:28][CH3:29])=[CH:24][C:23]=2[O:30][CH3:31])=[C:11]([C:32]([NH:34][CH2:35][C:36]2[CH:41]=[CH:40][C:39]([F:42])=[CH:38][C:37]=2[F:43])=[O:33])[C:10]1=[O:44])[C:2]1[CH:7]=[CH:6][CH:5]=[CH:4][CH:3]=1, predict the reactants needed to synthesize it. The reactants are: [CH2:1]([O:8][N:9]1[C:18]2[C:13](=[CH:14][C:15](Br)=[CH:16][N:17]=2)[C:12]([NH:20][CH2:21][C:22]2[CH:27]=[CH:26][C:25]([O:28][CH3:29])=[CH:24][C:23]=2[O:30][CH3:31])=[C:11]([C:32]([NH:34][CH2:35][C:36]2[CH:41]=[CH:40][C:39]([F:42])=[CH:38][C:37]=2[F:43])=[O:33])[C:10]1=[O:44])[C:2]1[CH:7]=[CH:6][CH:5]=[CH:4][CH:3]=1.C(=O)([O-])[O-].[Cs+].[Cs+].[C:51]1(B(O)O)[CH:56]=[CH:55][CH:54]=[CH:53][CH:52]=1. (3) Given the product [OH:8][C:9]1[CH:10]=[C:11]2[C:15](=[CH:16][CH:17]=1)[N:14]1[CH2:18][CH2:19][CH2:20][CH:21]([CH2:22][C:23]([O:25][CH2:26][CH3:27])=[O:24])[C:13]1=[CH:12]2, predict the reactants needed to synthesize it. The reactants are: C([O:8][C:9]1[CH:10]=[C:11]2[C:15](=[CH:16][CH:17]=1)[N:14]1[CH2:18][CH2:19][CH2:20][C:21](=[CH:22][C:23]([O:25][CH2:26][CH3:27])=[O:24])[C:13]1=[CH:12]2)C1C=CC=CC=1.C([O-])=O.[NH4+]. (4) Given the product [C:4]([O:3][C:1]([N:8]1[CH2:9][CH2:10][N:11]([CH2:19][CH:14]2[CH2:18][CH2:17][CH2:16][CH2:15]2)[CH2:12][CH2:13]1)=[O:2])([CH3:7])([CH3:6])[CH3:5], predict the reactants needed to synthesize it. The reactants are: [C:1]([N:8]1[CH2:13][CH2:12][NH:11][CH2:10][CH2:9]1)([O:3][C:4]([CH3:7])([CH3:6])[CH3:5])=[O:2].[CH:14]1([CH:19]=O)[CH2:18][CH2:17][CH2:16][CH2:15]1. (5) Given the product [CH2:1]([C:3]1[CH:4]=[C:5]([C:27]([OH:29])=[O:28])[C:6](=[O:26])[NH:7][C:8]=1[C:9]1[CH:14]=[CH:13][C:12]([N:15]2[CH2:18][CH:17]([OH:19])[CH2:16]2)=[CH:11][CH:10]=1)[CH3:2], predict the reactants needed to synthesize it. The reactants are: [CH2:1]([C:3]1[CH:4]=[C:5]([C:27]([OH:29])=[O:28])[C:6](=[O:26])[NH:7][C:8]=1[C:9]1[CH:14]=[CH:13][C:12]([N:15]2[CH2:18][CH:17]([O:19]C3CCCCO3)[CH2:16]2)=[CH:11][CH:10]=1)[CH3:2].Cl. (6) Given the product [BH3:7].[CH2:8]1[CH2:12][O:11][CH2:10][CH2:9]1.[CH3:2][C:1](=[C:4]([CH3:6])[CH3:5])[CH3:3], predict the reactants needed to synthesize it. The reactants are: [C:1]([BH2:7])([CH:4]([CH3:6])[CH3:5])([CH3:3])[CH3:2].[CH2:8]1[CH2:12][O:11][CH2:10][CH2:9]1. (7) Given the product [CH:58]([NH:61][CH2:11][C@H:12]1[C@H:17]([C:18]2[CH:19]=[CH:20][C:21]([CH2:24][O:25][CH2:26][CH2:27][O:28][CH3:29])=[CH:22][CH:23]=2)[C@@H:16]([O:30][CH2:31][C:32]2[CH:33]=[CH:34][C:35]3[O:40][CH2:39][CH2:38][N:37]([CH2:41][CH2:42][CH2:43][O:44][CH3:45])[C:36]=3[CH:46]=2)[CH2:15][N:14]([S:47]([C:50]2[CH:51]=[CH:52][C:53]([CH3:56])=[CH:54][CH:55]=2)(=[O:49])=[O:48])[CH2:13]1)([CH3:60])[CH3:59], predict the reactants needed to synthesize it. The reactants are: C1(C)C=CC(S(O[CH2:11][C@H:12]2[C@H:17]([C:18]3[CH:23]=[CH:22][C:21]([CH2:24][O:25][CH2:26][CH2:27][O:28][CH3:29])=[CH:20][CH:19]=3)[C@@H:16]([O:30][CH2:31][C:32]3[CH:33]=[CH:34][C:35]4[O:40][CH2:39][CH2:38][N:37]([CH2:41][CH2:42][CH2:43][O:44][CH3:45])[C:36]=4[CH:46]=3)[CH2:15][N:14]([S:47]([C:50]3[CH:55]=[CH:54][C:53]([CH3:56])=[CH:52][CH:51]=3)(=[O:49])=[O:48])[CH2:13]2)(=O)=O)=CC=1.[CH:58]([NH2:61])([CH3:60])[CH3:59]. (8) Given the product [Cl:17][C:4]1[C:5]2[C:9]3[CH2:10][CH2:11][CH2:12][CH2:13][C:8]=3[S:7][C:6]=2[N:1]=[CH:2][N:3]=1, predict the reactants needed to synthesize it. The reactants are: [N:1]1[C:6]2[S:7][C:8]3[CH2:13][CH2:12][CH2:11][CH2:10][C:9]=3[C:5]=2[C:4](=O)[NH:3][CH:2]=1.O=P(Cl)(Cl)[Cl:17].C(=O)(O)[O-].[Na+].